Dataset: NCI-60 drug combinations with 297,098 pairs across 59 cell lines. Task: Regression. Given two drug SMILES strings and cell line genomic features, predict the synergy score measuring deviation from expected non-interaction effect. (1) Synergy scores: CSS=52.2, Synergy_ZIP=16.2, Synergy_Bliss=12.3, Synergy_Loewe=-10.1, Synergy_HSA=14.3. Drug 1: CC1C(C(=O)NC(C(=O)N2CCCC2C(=O)N(CC(=O)N(C(C(=O)O1)C(C)C)C)C)C(C)C)NC(=O)C3=C4C(=C(C=C3)C)OC5=C(C(=O)C(=C(C5=N4)C(=O)NC6C(OC(=O)C(N(C(=O)CN(C(=O)C7CCCN7C(=O)C(NC6=O)C(C)C)C)C)C(C)C)C)N)C. Drug 2: CCC(=C(C1=CC=CC=C1)C2=CC=C(C=C2)OCCN(C)C)C3=CC=CC=C3.C(C(=O)O)C(CC(=O)O)(C(=O)O)O. Cell line: OVCAR-5. (2) Drug 1: C1=C(C(=O)NC(=O)N1)N(CCCl)CCCl. Drug 2: C1C(C(OC1N2C=NC3=C2NC=NCC3O)CO)O. Cell line: CAKI-1. Synergy scores: CSS=52.5, Synergy_ZIP=-0.964, Synergy_Bliss=2.54, Synergy_Loewe=4.97, Synergy_HSA=6.58. (3) Drug 1: CC1C(C(=O)NC(C(=O)N2CCCC2C(=O)N(CC(=O)N(C(C(=O)O1)C(C)C)C)C)C(C)C)NC(=O)C3=C4C(=C(C=C3)C)OC5=C(C(=O)C(=C(C5=N4)C(=O)NC6C(OC(=O)C(N(C(=O)CN(C(=O)C7CCCN7C(=O)C(NC6=O)C(C)C)C)C)C(C)C)C)N)C. Drug 2: C(CCl)NC(=O)N(CCCl)N=O. Cell line: NCI-H322M. Synergy scores: CSS=-1.32, Synergy_ZIP=-0.0351, Synergy_Bliss=1.37, Synergy_Loewe=-8.81, Synergy_HSA=-3.39. (4) Drug 1: CN(CC1=CN=C2C(=N1)C(=NC(=N2)N)N)C3=CC=C(C=C3)C(=O)NC(CCC(=O)O)C(=O)O. Drug 2: C1CC(=O)NC(=O)C1N2C(=O)C3=CC=CC=C3C2=O. Cell line: HL-60(TB). Synergy scores: CSS=54.7, Synergy_ZIP=2.66, Synergy_Bliss=1.42, Synergy_Loewe=-30.4, Synergy_HSA=0.863.